This data is from Full USPTO retrosynthesis dataset with 1.9M reactions from patents (1976-2016). The task is: Predict the reactants needed to synthesize the given product. Given the product [CH3:19][CH:18]1[C:9]2[C:4](=[CH:5][CH:6]=[CH:7][CH:8]=2)[CH2:16][C:17]1=[O:23], predict the reactants needed to synthesize it. The reactants are: C1[C:9]2[C:4](=[CH:5][CH:6]=[CH:7][CH:8]=2)C=C1N1CCCC1.[Li][CH2:16][CH2:17][CH2:18][CH3:19].IC.C(O)(C(F)(F)F)=[O:23].[Na+].[Cl-].